Dataset: Forward reaction prediction with 1.9M reactions from USPTO patents (1976-2016). Task: Predict the product of the given reaction. (1) Given the reactants [C:1]([N:4]1[CH2:8][CH2:7][CH:6]([NH:9]C(=O)OC(C)(C)C)[CH2:5]1)(=[O:3])[CH3:2].FC(F)(F)C(O)=O.C([O-])([O-])=O.[Na+].[Na+], predict the reaction product. The product is: [C:1]([N:4]1[CH2:8][CH2:7][CH:6]([NH2:9])[CH2:5]1)(=[O:3])[CH3:2]. (2) Given the reactants [F:1][C:2]1[CH:28]=[CH:27][C:5]([CH2:6][C:7]2[CH:8]=[C:9]([NH:18][CH2:19][CH2:20][N:21]3[CH2:25][CH2:24][CH2:23][C:22]3=[O:26])[C:10]([C:13](OCC)=[O:14])=[N:11][CH:12]=2)=[CH:4][CH:3]=1.Cl[C:30](=[O:37])[CH2:31][C:32]([O:34][CH2:35][CH3:36])=[O:33], predict the reaction product. The product is: [F:1][C:2]1[CH:3]=[CH:4][C:5]([CH2:6][C:7]2[CH:8]=[C:9]3[C:10]([C:13]([OH:14])=[C:31]([C:32]([O:34][CH2:35][CH3:36])=[O:33])[C:30](=[O:37])[N:18]3[CH2:19][CH2:20][N:21]3[CH2:25][CH2:24][CH2:23][C:22]3=[O:26])=[N:11][CH:12]=2)=[CH:27][CH:28]=1. (3) The product is: [CH:16]1([C:12](=[O:11])[CH2:8][CH2:5][C:2]2[CH:7]=[CH:6][C:5]([C:8]3[C:9]([CH3:14])=[N:10][O:11][C:12]=3[CH3:13])=[CH:4][CH:3]=2)[CH2:21][CH2:20][CH2:19][CH2:18]1. Given the reactants Br[C:2]1[CH:7]=[CH:6][C:5]([C:8]2[C:9]([CH3:14])=[N:10][O:11][C:12]=2[CH3:13])=[CH:4][CH:3]=1.Br[C:16]1[CH:21]=[CH:20][CH:19]=[CH:18]N=1, predict the reaction product.